The task is: Predict the reactants needed to synthesize the given product.. This data is from Full USPTO retrosynthesis dataset with 1.9M reactions from patents (1976-2016). (1) Given the product [C:1]([C:3]1[CH:4]=[C:5]([C:9](=[CH:18][N:19]([CH3:21])[CH3:20])[C:10]([O:12][CH2:13][CH3:14])=[O:11])[CH:6]=[CH:7][CH:8]=1)#[N:2], predict the reactants needed to synthesize it. The reactants are: [C:1]([C:3]1[CH:4]=[C:5]([CH2:9][C:10]([O:12][CH2:13][CH3:14])=[O:11])[CH:6]=[CH:7][CH:8]=1)#[N:2].C(O[CH:18](OCC)[N:19]([CH3:21])[CH3:20])C. (2) The reactants are: C(OC([N:8]1[CH2:13][CH2:12][N:11]([C:14]2[N:15]=[C:16]([NH:28]C(OC(C)(C)C)=O)[C:17]3[N:18]([N:20]=[C:21]([C:23]4[O:24][CH:25]=[CH:26][CH:27]=4)[N:22]=3)[CH:19]=2)[CH2:10][CH2:9]1)=O)(C)(C)C.FC(F)(F)C(O)=O. Given the product [O:24]1[CH:25]=[CH:26][CH:27]=[C:23]1[C:21]1[N:22]=[C:17]2[C:16]([NH2:28])=[N:15][C:14]([N:11]3[CH2:12][CH2:13][NH:8][CH2:9][CH2:10]3)=[CH:19][N:18]2[N:20]=1, predict the reactants needed to synthesize it. (3) Given the product [CH3:32][N:5]([CH3:1])[C:6]([C:8]1[C:9]2[C:10]3([C:30]4[C:21](=[CH:22][C:23]5[O:28][CH2:27][CH2:26][O:25][C:24]=5[CH:29]=4)[O:20][CH2:19]3)[C:11](=[O:18])[N:12]([CH3:17])[C:13]=2[CH:14]=[CH:15][CH:16]=1)=[O:7], predict the reactants needed to synthesize it. The reactants are: [CH:1]1([NH:5][C:6]([C:8]2[C:9]3[C:10]4([C:30]5[C:21](=[CH:22][C:23]6[O:28][CH2:27][CH2:26][O:25][C:24]=6[CH:29]=5)[O:20][CH2:19]4)[C:11](=[O:18])[N:12]([CH3:17])[C:13]=3[CH:14]=[CH:15][CH:16]=2)=[O:7])CCC1.Cl[CH2:32]Cl.C(OCC)C. (4) Given the product [CH:33]1([C:36]([NH:1][C@@H:2]2[CH2:7][CH2:6][C@H:5]([NH:8][C:9]([C:11]3[C:15]4[N:16]=[CH:17][N:18]=[C:19]([C:20]5[CH:25]=[CH:24][C:23]([O:26][CH3:27])=[CH:22][C:21]=5[O:28][CH2:29][CH2:30][O:31][CH3:32])[C:14]=4[NH:13][CH:12]=3)=[O:10])[CH2:4][CH2:3]2)=[O:37])[CH2:35][CH2:34]1, predict the reactants needed to synthesize it. The reactants are: [NH2:1][C@@H:2]1[CH2:7][CH2:6][C@H:5]([NH:8][C:9]([C:11]2[C:15]3[N:16]=[CH:17][N:18]=[C:19]([C:20]4[CH:25]=[CH:24][C:23]([O:26][CH3:27])=[CH:22][C:21]=4[O:28][CH2:29][CH2:30][O:31][CH3:32])[C:14]=3[NH:13][CH:12]=2)=[O:10])[CH2:4][CH2:3]1.[CH:33]1([C:36](Cl)=[O:37])[CH2:35][CH2:34]1. (5) Given the product [F:1][C:2]1[CH:3]=[C:4]([N:8]2[CH:12]=[C:11]([NH:13][C:14](=[O:18])[CH:15]([CH3:17])[CH3:16])[C:10]([CH:19]=[O:22])=[N:9]2)[CH:5]=[N:6][CH:7]=1, predict the reactants needed to synthesize it. The reactants are: [F:1][C:2]1[CH:3]=[C:4]([N:8]2[CH:12]=[C:11]([NH:13][C:14](=[O:18])[CH:15]([CH3:17])[CH3:16])[C:10]([CH:19]=C)=[N:9]2)[CH:5]=[N:6][CH:7]=1.I([O-])(=O)(=O)=[O:22].[Na+]. (6) Given the product [CH3:1][CH2:2][CH2:3][CH2:4][CH2:5][CH2:6][CH2:7][CH2:8][CH2:9][CH2:10][CH2:11][CH2:12][CH2:13][CH2:14][CH2:15][CH2:16][CH2:17][C:18]([O:20][CH2:21][CH:22]([O:23][C:24]([CH2:26][CH2:27][CH2:28][CH2:29][CH2:30][CH2:31][CH2:32][CH2:33][CH2:34][CH2:35][CH2:36][CH2:37][CH2:38][CH2:39][CH2:40][CH2:41][CH3:42])=[O:25])[CH2:43][O:44][C:45]([CH2:47][CH2:48][CH2:49][CH2:50][CH2:51][CH2:52][CH2:53][CH2:54][CH2:55][CH2:56][CH2:57][CH2:58][CH2:59][CH2:60][CH2:61][CH2:62][CH3:63])=[O:46])=[O:19], predict the reactants needed to synthesize it. The reactants are: [CH3:1][CH2:2][CH2:3][CH2:4][CH2:5][CH2:6][CH2:7][CH2:8]/[CH:9]=[CH:10]\[CH2:11][CH2:12][CH2:13][CH2:14][CH2:15][CH2:16][CH2:17][C:18]([O:20][CH2:21][CH:22]([CH2:43][O:44][C:45]([CH2:47][CH2:48][CH2:49][CH2:50][CH2:51][CH2:52][CH2:53]/[CH:54]=[CH:55]\[CH2:56][CH2:57][CH2:58][CH2:59][CH2:60][CH2:61][CH2:62][CH3:63])=[O:46])[O:23][C:24]([CH2:26][CH2:27][CH2:28][CH2:29][CH2:30][CH2:31][CH2:32]/[CH:33]=[CH:34]\[CH2:35][CH2:36][CH2:37][CH2:38][CH2:39][CH2:40][CH2:41][CH3:42])=[O:25])=[O:19].C(O)(=O)CCCCCCCCCCCCCCC. (7) Given the product [Br:60][C:61]1[CH:66]=[C:65]([CH:64]=[CH:63][CH:62]=1)[O:23][CH2:22][C:10]1[N:9]=[C:8]([NH:7][CH2:6][C:5]2[CH:24]=[CH:25][C:26]([O:27][CH3:28])=[C:3]([O:2][CH3:1])[CH:4]=2)[N:13]2[N:14]=[C:15]([C:17]3[O:18][CH:19]=[CH:20][CH:21]=3)[N:16]=[C:12]2[CH:11]=1, predict the reactants needed to synthesize it. The reactants are: [CH3:1][O:2][C:3]1[CH:4]=[C:5]([CH:24]=[CH:25][C:26]=1[O:27][CH3:28])[CH2:6][NH:7][C:8]1[N:13]2[N:14]=[C:15]([C:17]3[O:18][CH:19]=[CH:20][CH:21]=3)[N:16]=[C:12]2[CH:11]=[C:10]([CH2:22][OH:23])[N:9]=1.C1(P(C2C=CC=CC=2)C2C=CC=CC=2)C=CC=CC=1.N(C(OCC)=O)=NC(OCC)=O.[Br:60][C:61]1[CH:62]=[C:63](O)[CH:64]=[CH:65][CH:66]=1.C(=O)(O)[O-].[Na+]. (8) Given the product [ClH:5].[CH3:1][O:17][C:16](=[O:18])[C@@H:8]([CH2:9][C:10]1[CH:15]=[CH:14][CH:13]=[CH:12][CH:11]=1)[NH2:7], predict the reactants needed to synthesize it. The reactants are: [CH3:1]O.S(Cl)([Cl:5])=O.[NH2:7][C@@H:8]([C:16]([OH:18])=[O:17])[CH2:9][C:10]1[CH:15]=[CH:14][CH:13]=[CH:12][CH:11]=1.